Dataset: CYP2D6 inhibition data for predicting drug metabolism from PubChem BioAssay. Task: Regression/Classification. Given a drug SMILES string, predict its absorption, distribution, metabolism, or excretion properties. Task type varies by dataset: regression for continuous measurements (e.g., permeability, clearance, half-life) or binary classification for categorical outcomes (e.g., BBB penetration, CYP inhibition). Dataset: cyp2d6_veith. (1) The compound is CS(=O)(=O)N1CCCC(C(=O)N2CCC3(CC2)OCCO3)C1. The result is 0 (non-inhibitor). (2) The drug is CCn1nc(C)c(NC(=O)CCSc2nc(-c3ccco3)cc(C(F)(F)F)n2)c1C. The result is 0 (non-inhibitor). (3) The drug is CC1=C(C(=O)O)N2C(=O)[C@@H](NC(=O)[C@@H](N)c3ccccc3)[C@@H]2SC1. The result is 0 (non-inhibitor). (4) The drug is C[C@H]1COC(=O)CC=C[C@@H](C)[C@@H]2C=C[C@@H](O)[C@@H](COC1=O)O2. The result is 0 (non-inhibitor). (5) The compound is COc1ccc(NC(=O)N2CCC3(CC2)CCN(C(=O)Oc2ccccc2)CC3)cc1. The result is 1 (inhibitor). (6) The compound is C=Cn1ccnc1P(=S)(c1nccn1C=C)C1CCCCC1. The result is 0 (non-inhibitor).